Predict the product of the given reaction. From a dataset of Forward reaction prediction with 1.9M reactions from USPTO patents (1976-2016). (1) The product is: [CH3:47][O:46][C:44]([C:39]1[CH:40]=[CH:41][CH:42]=[C:43]2[C:38]=1[N:37]=[CH:36][N:35]=[C:34]2[NH:22][C@H:10]1[C@H:11]([C:13](=[O:21])[NH:14][C:15]2[CH:16]=[CH:17][CH:18]=[CH:19][CH:20]=2)[CH2:12][N:8]([C:6]([O:5][C:1]([CH3:3])([CH3:2])[CH3:4])=[O:7])[CH2:9]1)=[O:45]. Given the reactants [C:1]([O:5][C:6]([N:8]1[CH2:12][C@@H:11]([C:13](=[O:21])[NH:14][C:15]2[CH:20]=[CH:19][CH:18]=[CH:17][CH:16]=2)[C@H:10]([NH:22]C(OCC2C=CC=CC=2)=O)[CH2:9]1)=[O:7])([CH3:4])([CH3:3])[CH3:2].Cl[C:34]1[C:43]2[C:38](=[C:39]([C:44]([O:46][CH3:47])=[O:45])[CH:40]=[CH:41][CH:42]=2)[N:37]=[CH:36][N:35]=1.CCN(C(C)C)C(C)C, predict the reaction product. (2) Given the reactants Cl[C:2]1[C:3](=[O:15])[N:4]([C@H:9]([CH:12]2[CH2:14][CH2:13]2)[CH2:10][CH3:11])[CH:5]=[C:6]([Cl:8])[N:7]=1.Cl.[Cl:17][C:18]1[CH:19]=[C:20]([O:27][CH3:28])[CH:21]=[C:22]2[C:26]=1[NH:25][CH2:24][CH2:23]2, predict the reaction product. The product is: [Cl:8][C:6]1[N:7]=[C:2]([N:25]2[C:26]3[C:22](=[CH:21][C:20]([O:27][CH3:28])=[CH:19][C:18]=3[Cl:17])[CH2:23][CH2:24]2)[C:3](=[O:15])[N:4]([C@H:9]([CH:12]2[CH2:14][CH2:13]2)[CH2:10][CH3:11])[CH:5]=1. (3) Given the reactants C(N(CC)CC)C.[C:8]([C@H:11]1[N:21]2[C@@H:15]([S:16][CH2:17][CH2:18][C@H:19]([NH:23][C:24](=[O:30])[O:25][C:26]([CH3:29])([CH3:28])[CH3:27])[C:20]2=[O:22])[CH2:14][CH2:13][CH2:12]1)(=O)[NH2:9].C(OC(C(F)(F)F)=O)(C(F)(F)F)=O, predict the reaction product. The product is: [C:8]([C@H:11]1[N:21]2[C@@H:15]([S:16][CH2:17][CH2:18][C@H:19]([NH:23][C:24](=[O:30])[O:25][C:26]([CH3:28])([CH3:27])[CH3:29])[C:20]2=[O:22])[CH2:14][CH2:13][CH2:12]1)#[N:9]. (4) The product is: [Br:1][C:2]1[CH:3]=[C:4]2[C:24](=[CH:25][CH:26]=1)[C:8]1[NH:9][C:10]([C@@H:12]3[CH2:16][CH2:15][CH2:14][N:13]3[C:34](=[O:35])[C@@H:33]([NH:32][C:30](=[O:31])[O:29][CH3:28])[CH:37]([CH3:39])[CH3:38])=[N:11][C:7]=1[CH:6]=[CH:5]2. Given the reactants [Br:1][C:2]1[CH:3]=[C:4]2[C:24](=[CH:25][CH:26]=1)[C:8]1[NH:9][C:10]([C@@H:12]3[CH2:16][CH2:15][CH2:14][N:13]3C(OC(C)(C)C)=O)=[N:11][C:7]=1[CH:6]=[CH:5]2.Cl.[CH3:28][O:29][C:30]([NH:32][C@@H:33]([CH:37]([CH3:39])[CH3:38])[C:34](O)=[O:35])=[O:31].CN(C(ON1N=NC2C=CC=NC1=2)=[N+](C)C)C.F[P-](F)(F)(F)(F)F.CCN(C(C)C)C(C)C, predict the reaction product. (5) Given the reactants C(N(CC)CC)C.[F:8][C:9]1[CH:15]=[C:14]([I:16])[CH:13]=[CH:12][C:10]=1[NH2:11].[CH:17]1([C:20](Cl)=[O:21])[CH2:19][CH2:18]1, predict the reaction product. The product is: [F:8][C:9]1[CH:15]=[C:14]([I:16])[CH:13]=[CH:12][C:10]=1[NH:11][C:20]([CH:17]1[CH2:19][CH2:18]1)=[O:21]. (6) Given the reactants [CH2:1]([N:8]1[CH2:13][CH2:12][O:11][CH:10]2[CH2:14][N:15]([CH2:17][CH2:18][CH2:19]Cl)[CH2:16][CH:9]12)[C:2]1[CH:7]=[CH:6][CH:5]=[CH:4][CH:3]=1.C([O-])([O-])=O.[K+].[K+].[Cl:27][C:28]1[CH:29]=[C:30]([NH:35][C:36]2[C:45]3[C:40](=[CH:41][C:42]([O:47][CH3:48])=[C:43]([OH:46])[CH:44]=3)[N:39]=[CH:38][N:37]=2)[CH:31]=[CH:32][C:33]=1[F:34], predict the reaction product. The product is: [CH2:1]([N:8]1[CH2:13][CH2:12][O:11][CH:10]2[CH2:14][N:15]([CH2:17][CH2:18][CH2:19][O:46][C:43]3[CH:44]=[C:45]4[C:40](=[CH:41][C:42]=3[O:47][CH3:48])[N:39]=[CH:38][N:37]=[C:36]4[NH:35][C:30]3[CH:31]=[CH:32][C:33]([F:34])=[C:28]([Cl:27])[CH:29]=3)[CH2:16][CH:9]12)[C:2]1[CH:3]=[CH:4][CH:5]=[CH:6][CH:7]=1. (7) Given the reactants [CH3:1][O:2][C:3]1[N:4]=[C:5]2[C:10](=[CH:11][CH:12]=1)[N:9]=[CH:8][CH:7]=[C:6]2[CH2:13][CH2:14][N:15]1[CH2:20][CH2:19][N:18]([NH2:21])[CH2:17][CH2:16]1.CCN(C(C)C)C(C)C.[O:31]=[C:32]1[CH2:37][S:36][C:35]2[CH:38]=[CH:39][C:40]([S:42](Cl)(=[O:44])=[O:43])=[N:41][C:34]=2[NH:33]1, predict the reaction product. The product is: [CH3:1][O:2][C:3]1[N:4]=[C:5]2[C:10](=[CH:11][CH:12]=1)[N:9]=[CH:8][CH:7]=[C:6]2[CH2:13][CH2:14][N:15]1[CH2:16][CH2:17][N:18]([NH:21][S:42]([C:40]2[CH:39]=[CH:38][C:35]3[S:36][CH2:37][C:32](=[O:31])[NH:33][C:34]=3[N:41]=2)(=[O:44])=[O:43])[CH2:19][CH2:20]1.